From a dataset of Reaction yield outcomes from USPTO patents with 853,638 reactions. Predict the reaction yield, written as a fraction of the theoretical maximum amount of product (1.0 means a 100% yield; for example, 0.34 means a 34% yield). (1) The reactants are [CH:1]1([N:4]2[C:8]([N:9]3[CH2:15][CH2:14][CH2:13][C@@H:12]([NH:16][C:17](=[O:22])[C:18]([F:21])([F:20])[F:19])[CH2:11][CH2:10]3)=[C:7]([N+:23]([O-])=O)[CH:6]=[N:5]2)[CH2:3][CH2:2]1.[C:26]([O:30][C:31]([NH:33][C:34]1[S:38][C:37]([C:39]2[C:44]([F:45])=[CH:43][CH:42]=[CH:41][C:40]=2[F:46])=[N:36][C:35]=1[C:47](O)=[O:48])=[O:32])([CH3:29])([CH3:28])[CH3:27]. No catalyst specified. The product is [F:46][C:40]1[CH:41]=[CH:42][CH:43]=[C:44]([F:45])[C:39]=1[C:37]1[S:38][C:34]([NH:33][C:31](=[O:32])[O:30][C:26]([CH3:28])([CH3:27])[CH3:29])=[C:35]([C:47](=[O:48])[NH:23][C:7]2[CH:6]=[N:5][N:4]([CH:1]3[CH2:3][CH2:2]3)[C:8]=2[N:9]2[CH2:15][CH2:14][CH2:13][C@@H:12]([NH:16][C:17](=[O:22])[C:18]([F:21])([F:20])[F:19])[CH2:11][CH2:10]2)[N:36]=1. The yield is 0.730. (2) The reactants are Br[C:2]1[S:3][C:4](Br)=[C:5]([F:8])[C:6]=1[F:7].C([Li])CCC.[CH3:15][Sn:16](Cl)([CH3:18])[CH3:17]. The catalyst is O1CCCC1. The product is [F:7][C:6]1[C:5]([F:8])=[C:4]([Sn:16]([CH3:18])([CH3:17])[CH3:15])[S:3][C:2]=1[Sn:16]([CH3:18])([CH3:17])[CH3:15]. The yield is 0.401. (3) The reactants are [CH2:1](Cl)CCl.[CH3:5][CH2:6][C:7]1[C:12]2[NH:13][C:14]([CH2:17][NH2:18])=[C:15]([CH3:16])[C:11]=2[CH:10]=[CH:9][CH:8]=1.Cl.[O:20]=[C:21]1[CH2:26][O:25][C:24]2[CH:27]=[C:28](/[CH:31]=[CH:32]/[C:33]([OH:35])=O)[CH:29]=[N:30][C:23]=2[NH:22]1.C1C=CC2N(O)N=NC=2C=1.CCN(C(C)C)C(C)C. The catalyst is CN(C=O)C.O. The product is [CH2:6]([C:7]1[CH:8]=[CH:9][CH:10]=[C:11]2[C:12]=1[NH:13][C:14]([CH2:17][N:18]([CH3:1])[C:33](=[O:35])/[CH:32]=[CH:31]/[C:28]1[CH:29]=[N:30][C:23]3[NH:22][C:21](=[O:20])[CH2:26][O:25][C:24]=3[CH:27]=1)=[C:15]2[CH3:16])[CH3:5]. The yield is 0.0000100. (4) The reactants are Br[C:2]1[CH:3]=[C:4]2[C:8](=[CH:9][CH:10]=1)[NH:7][C:6](=[O:11])[C:5]2([CH3:13])[CH3:12].[Cl:14][C:15]1[CH:16]=[C:17](B(O)O)[CH:18]=[CH:19][CH:20]=1.C(=O)([O-])[O-].[K+].[K+]. The product is [Cl:14][C:15]1[CH:20]=[C:19]([C:2]2[CH:3]=[C:4]3[C:8](=[CH:9][CH:10]=2)[NH:7][C:6](=[O:11])[C:5]3([CH3:13])[CH3:12])[CH:18]=[CH:17][CH:16]=1. The catalyst is C(COC)OC.O.[Cl-].[NH4+].C1C=CC([P]([Pd]([P](C2C=CC=CC=2)(C2C=CC=CC=2)C2C=CC=CC=2)([P](C2C=CC=CC=2)(C2C=CC=CC=2)C2C=CC=CC=2)[P](C2C=CC=CC=2)(C2C=CC=CC=2)C2C=CC=CC=2)(C2C=CC=CC=2)C2C=CC=CC=2)=CC=1. The yield is 0.250. (5) The reactants are [CH3:1][C:2]([CH2:4][CH2:5][CH2:6][CH2:7][N:8]1[C:18](=[O:19])[N:17]([CH3:20])[C:12]2[N:13]=[CH:14][N:15]([CH3:16])[C:11]=2[C:9]1=[O:10])=[O:3].C(Cl)Cl.[BH4-].[Na+]. The catalyst is CO. The product is [OH:3][CH:2]([CH3:1])[CH2:4][CH2:5][CH2:6][CH2:7][N:8]1[C:9](=[O:10])[C:11]2[N:15]([CH3:16])[CH:14]=[N:13][C:12]=2[N:17]([CH3:20])[C:18]1=[O:19]. The yield is 0.710.